Task: Regression. Given two drug SMILES strings and cell line genomic features, predict the synergy score measuring deviation from expected non-interaction effect.. Dataset: NCI-60 drug combinations with 297,098 pairs across 59 cell lines (1) Drug 1: C1=NC(=NC(=O)N1C2C(C(C(O2)CO)O)O)N. Drug 2: COC1=C2C(=CC3=C1OC=C3)C=CC(=O)O2. Cell line: SK-MEL-5. Synergy scores: CSS=13.0, Synergy_ZIP=1.14, Synergy_Bliss=5.98, Synergy_Loewe=0.467, Synergy_HSA=4.51. (2) Drug 1: C1=CC(=C2C(=C1NCCNCCO)C(=O)C3=C(C=CC(=C3C2=O)O)O)NCCNCCO. Drug 2: B(C(CC(C)C)NC(=O)C(CC1=CC=CC=C1)NC(=O)C2=NC=CN=C2)(O)O. Cell line: NCI/ADR-RES. Synergy scores: CSS=6.14, Synergy_ZIP=-1.73, Synergy_Bliss=0.959, Synergy_Loewe=0.761, Synergy_HSA=0.446. (3) Drug 1: CC1C(C(CC(O1)OC2CC(OC(C2O)C)OC3=CC4=CC5=C(C(=O)C(C(C5)C(C(=O)C(C(C)O)O)OC)OC6CC(C(C(O6)C)O)OC7CC(C(C(O7)C)O)OC8CC(C(C(O8)C)O)(C)O)C(=C4C(=C3C)O)O)O)O. Drug 2: C1=NNC2=C1C(=O)NC=N2. Cell line: NCI-H522. Synergy scores: CSS=12.8, Synergy_ZIP=4.71, Synergy_Bliss=-0.758, Synergy_Loewe=-35.2, Synergy_HSA=-0.798. (4) Drug 2: CC1C(C(CC(O1)OC2CC(CC3=C2C(=C4C(=C3O)C(=O)C5=CC=CC=C5C4=O)O)(C(=O)C)O)N)O. Synergy scores: CSS=63.6, Synergy_ZIP=5.70, Synergy_Bliss=9.09, Synergy_Loewe=-24.8, Synergy_HSA=9.79. Cell line: RXF 393. Drug 1: C1CCC(C1)C(CC#N)N2C=C(C=N2)C3=C4C=CNC4=NC=N3. (5) Drug 1: C1=C(C(=O)NC(=O)N1)F. Drug 2: CC1=C2C(C(=O)C3(C(CC4C(C3C(C(C2(C)C)(CC1OC(=O)C(C(C5=CC=CC=C5)NC(=O)OC(C)(C)C)O)O)OC(=O)C6=CC=CC=C6)(CO4)OC(=O)C)O)C)O. Cell line: T-47D. Synergy scores: CSS=32.5, Synergy_ZIP=-12.9, Synergy_Bliss=-11.0, Synergy_Loewe=-7.19, Synergy_HSA=-5.35. (6) Drug 1: C1CC(=O)NC(=O)C1N2CC3=C(C2=O)C=CC=C3N. Drug 2: CN(C(=O)NC(C=O)C(C(C(CO)O)O)O)N=O. Cell line: SR. Synergy scores: CSS=41.3, Synergy_ZIP=-0.764, Synergy_Bliss=3.66, Synergy_Loewe=5.10, Synergy_HSA=5.91. (7) Drug 1: CCC(=C(C1=CC=CC=C1)C2=CC=C(C=C2)OCCN(C)C)C3=CC=CC=C3.C(C(=O)O)C(CC(=O)O)(C(=O)O)O. Drug 2: C#CCC(CC1=CN=C2C(=N1)C(=NC(=N2)N)N)C3=CC=C(C=C3)C(=O)NC(CCC(=O)O)C(=O)O. Cell line: HS 578T. Synergy scores: CSS=59.1, Synergy_ZIP=3.48, Synergy_Bliss=1.13, Synergy_Loewe=-19.2, Synergy_HSA=-0.170. (8) Drug 1: CN(C)N=NC1=C(NC=N1)C(=O)N. Drug 2: CC1=C2C(C(=O)C3(C(CC4C(C3C(C(C2(C)C)(CC1OC(=O)C(C(C5=CC=CC=C5)NC(=O)C6=CC=CC=C6)O)O)OC(=O)C7=CC=CC=C7)(CO4)OC(=O)C)O)C)OC(=O)C. Cell line: MOLT-4. Synergy scores: CSS=43.7, Synergy_ZIP=0.397, Synergy_Bliss=0.333, Synergy_Loewe=0.760, Synergy_HSA=2.37.